Dataset: Catalyst prediction with 721,799 reactions and 888 catalyst types from USPTO. Task: Predict which catalyst facilitates the given reaction. (1) Reactant: [CH2:1]([NH2:8])[C:2]1[CH:7]=[CH:6][CH:5]=[CH:4][CH:3]=1.[CH3:9][O:10][CH:11]([O:14][CH3:15])[CH2:12]Cl.[OH-].[Na+]. Product: [CH2:1]([NH:8][CH2:12][CH:11]([O:14][CH3:15])[O:10][CH3:9])[C:2]1[CH:7]=[CH:6][CH:5]=[CH:4][CH:3]=1. The catalyst class is: 6. (2) The catalyst class is: 284. Reactant: [NH2:1][C:2]1[S:6][N:5]=[C:4]([C:7]2[CH:12]=[CH:11][CH:10]=[C:9]([N+:13]([O-])=O)[CH:8]=2)[C:3]=1[C:16]([NH2:18])=[O:17].[NH4+].[Cl-]. Product: [NH2:1][C:2]1[S:6][N:5]=[C:4]([C:7]2[CH:12]=[CH:11][CH:10]=[C:9]([NH2:13])[CH:8]=2)[C:3]=1[C:16]([NH2:18])=[O:17]. (3) Reactant: [N+:1]([CH:4]1[CH:8]([CH:9]([CH2:11][CH2:12][CH3:13])[CH3:10])[S:7][CH2:6][CH:5]1O)([O-:3])=[O:2].S(Cl)(C)(=O)=O.C(N(CC)CC)C.O. Product: [N+:1]([C:4]1[CH:8]([CH:9]([CH2:11][CH2:12][CH3:13])[CH3:10])[S:7][CH2:6][CH:5]=1)([O-:3])=[O:2]. The catalyst class is: 4. (4) Reactant: I[C:2]1[C:10]2[C:5](=[CH:6][N:7]=[CH:8][CH:9]=2)[NH:4][N:3]=1.C(S)[CH2:12][S:13]([O-])(=O)=O.[Na+]. Product: [CH3:12][S:13][C:2]1[C:10]2[C:5](=[CH:6][N:7]=[CH:8][CH:9]=2)[NH:4][N:3]=1. The catalyst class is: 156. (5) Reactant: C(O)(C(F)(F)F)=O.[CH2:8]([C:10]1[N:15]=[C:14]([NH:16][C:17]2[CH:22]=[C:21]([CH2:23][O:24][C:25]3[C:34]4[C:29](=[CH:30][CH:31]=[CH:32][CH:33]=4)[C:28]([NH:35]C(=O)OC(C)(C)C)=[CH:27][CH:26]=3)[CH:20]=[CH:19][N:18]=2)[CH:13]=[N:12][CH:11]=1)[CH3:9]. Product: [NH2:35][C:28]1[C:29]2[C:34](=[CH:33][CH:32]=[CH:31][CH:30]=2)[C:25]([O:24][CH2:23][C:21]2[CH:20]=[CH:19][N:18]=[C:17]([NH:16][C:14]3[CH:13]=[N:12][CH:11]=[C:10]([CH2:8][CH3:9])[N:15]=3)[CH:22]=2)=[CH:26][CH:27]=1. The catalyst class is: 2. (6) Reactant: C(=O)([O-])[O-].[Cs+].[Cs+].[I-].[K+].Cl[CH2:10][C:11](=[O:13])[CH3:12].[Cl:14][C:15]1[N:20]=[C:19]([O:21][CH3:22])[C:18]([NH:23][CH:24]=[O:25])=[CH:17][CH:16]=1. Product: [Cl:14][C:15]1[N:20]=[C:19]([O:21][CH3:22])[C:18]([N:23]([CH2:10][C:11](=[O:13])[CH3:12])[CH:24]=[O:25])=[CH:17][CH:16]=1. The catalyst class is: 479. (7) The catalyst class is: 1. Product: [Br:16][C:17]1[CH:18]=[C:19]([C:23]2([C:7]3[CH:12]=[CH:11][N:10]=[C:9]([CH:13]([F:15])[F:14])[CH:8]=3)[C:31]3[C:32](=[C:33]([F:37])[CH:34]=[CH:35][CH:36]=3)[C:38]([NH2:39])=[N:24]2)[CH:20]=[CH:21][CH:22]=1. Reactant: C([Li])CCC.Br[C:7]1[CH:12]=[CH:11][N:10]=[C:9]([CH:13]([F:15])[F:14])[CH:8]=1.[Br:16][C:17]1[CH:18]=[C:19]([C:23]([C:31]2[CH:36]=[CH:35][CH:34]=[C:33]([F:37])[C:32]=2[C:38]#[N:39])=[N:24]S(C(C)(C)C)=O)[CH:20]=[CH:21][CH:22]=1.CO. (8) Reactant: [CH2:1]([O:8][C:9]1[CH:17]=[CH:16][C:12]([C:13]([OH:15])=O)=[CH:11][CH:10]=1)[C:2]1[CH:7]=[CH:6][CH:5]=[CH:4][CH:3]=1.Cl.[CH3:19][NH:20][O:21][CH3:22].Cl.CN(C)CCCN=C=NCC.ON1C2C=CC=CC=2N=N1. Product: [CH2:1]([O:8][C:9]1[CH:10]=[CH:11][C:12]([C:13]([N:20]([O:21][CH3:22])[CH3:19])=[O:15])=[CH:16][CH:17]=1)[C:2]1[CH:3]=[CH:4][CH:5]=[CH:6][CH:7]=1. The catalyst class is: 681.